This data is from Peptide-MHC class II binding affinity with 134,281 pairs from IEDB. The task is: Regression. Given a peptide amino acid sequence and an MHC pseudo amino acid sequence, predict their binding affinity value. This is MHC class II binding data. (1) The MHC is DRB1_0901 with pseudo-sequence DRB1_0901. The binding affinity (normalized) is 0.378. The peptide sequence is YKALPVVLENARILK. (2) The peptide sequence is ATISATPESATPFPH. The MHC is HLA-DQA10102-DQB10602 with pseudo-sequence HLA-DQA10102-DQB10602. The binding affinity (normalized) is 0.292. (3) The peptide sequence is PSPVRDHYILYCEGEL. The MHC is DRB1_0401 with pseudo-sequence DRB1_0401. The binding affinity (normalized) is 0. (4) The binding affinity (normalized) is 0.231. The peptide sequence is NFTVGRIIELFTAKG. The MHC is HLA-DQA10401-DQB10402 with pseudo-sequence HLA-DQA10401-DQB10402. (5) The peptide sequence is TIPNIMFFSTMKRPS. The MHC is HLA-DQA10401-DQB10402 with pseudo-sequence HLA-DQA10401-DQB10402. The binding affinity (normalized) is 0.273. (6) The peptide sequence is IAKVPPGPNITATYG. The MHC is DRB1_0101 with pseudo-sequence DRB1_0101. The binding affinity (normalized) is 0.277. (7) The peptide sequence is EKKVFAATQFEPLAA. The MHC is HLA-DPA10301-DPB10402 with pseudo-sequence HLA-DPA10301-DPB10402. The binding affinity (normalized) is 0.935.